Dataset: Full USPTO retrosynthesis dataset with 1.9M reactions from patents (1976-2016). Task: Predict the reactants needed to synthesize the given product. (1) Given the product [N:12]1([C:2]2[CH:11]=[CH:10][CH:9]=[C:8]3[C:3]=2[CH:4]=[CH:5][N:6]=[CH:7]3)[CH2:17][CH2:16][NH:15][CH2:14][CH2:13]1, predict the reactants needed to synthesize it. The reactants are: Br[C:2]1[CH:11]=[CH:10][CH:9]=[C:8]2[C:3]=1[CH:4]=[CH:5][N:6]=[CH:7]2.[NH:12]1[CH2:17][CH2:16][NH:15][CH2:14][CH2:13]1.C1C=CC(P(C2C(C3C(P(C4C=CC=CC=4)C4C=CC=CC=4)=CC=C4C=3C=CC=C4)=C3C(C=CC=C3)=CC=2)C2C=CC=CC=2)=CC=1.CC(C)([O-])C.[Na+]. (2) Given the product [CH:7]1([N:6]2[CH2:4][CH:3]([OH:5])[CH2:2]2)[CH2:11][CH2:10][CH2:9][CH2:8]1, predict the reactants needed to synthesize it. The reactants are: Cl[CH2:2][CH:3]1[O:5][CH2:4]1.[NH2:6][CH:7]1[CH2:11][CH2:10][CH2:9][CH2:8]1.C(=O)(O)[O-].[Na+]. (3) Given the product [Br:1][C:2]1[N:3]=[C:4]([I:12])[N:5]2[CH:10]=[CH:9][N:8]=[C:7]([NH2:13])[C:6]=12, predict the reactants needed to synthesize it. The reactants are: [Br:1][C:2]1[N:3]=[C:4]([I:12])[N:5]2[CH:10]=[CH:9][N:8]=[C:7](Cl)[C:6]=12.[NH3:13]. (4) Given the product [CH3:23][C:22]([Si:26]([CH3:29])([CH3:28])[O:17][CH2:16][C:13]1[CH:12]=[C:11]([C:18]([O:20][CH3:21])=[O:19])[C:10]([C:3]2[CH:4]=[C:5]([O:8][CH3:9])[CH:6]=[CH:7][C:2]=2[F:1])=[CH:15][CH:14]=1)([CH3:25])[CH3:24], predict the reactants needed to synthesize it. The reactants are: [F:1][C:2]1[CH:7]=[CH:6][C:5]([O:8][CH3:9])=[CH:4][C:3]=1[C:10]1[C:11]([C:18]([O:20][CH3:21])=[O:19])=[CH:12][C:13]([CH2:16][OH:17])=[CH:14][CH:15]=1.[C:22]([Si:26]([CH3:29])([CH3:28])Cl)([CH3:25])([CH3:24])[CH3:23].N1C=CN=C1. (5) Given the product [N:16]1([CH2:2][CH2:3][O:4][C:5]2[CH:6]=[C:7]3[C:12](=[CH:13][CH:14]=2)[N+:11]([O-:15])=[CH:10][CH:9]=[CH:8]3)[CH2:21][CH2:20][O:19][CH2:18][CH2:17]1, predict the reactants needed to synthesize it. The reactants are: Br[CH2:2][CH2:3][O:4][C:5]1[CH:6]=[C:7]2[C:12](=[CH:13][CH:14]=1)[N+:11]([O-:15])=[CH:10][CH:9]=[CH:8]2.[NH:16]1[CH2:21][CH2:20][O:19][CH2:18][CH2:17]1. (6) Given the product [F:20][C:17]1[CH:18]=[CH:19][C:14]([C:9]2[C:8]([C:6]3[CH:5]=[CH:4][N:3]=[C:2]([NH2:22])[N:7]=3)=[CH:13][CH:12]=[CH:11][N:10]=2)=[CH:15][C:16]=1[CH3:21], predict the reactants needed to synthesize it. The reactants are: Cl[C:2]1[N:7]=[C:6]([C:8]2[C:9]([C:14]3[CH:19]=[CH:18][C:17]([F:20])=[C:16]([CH3:21])[CH:15]=3)=[N:10][CH:11]=[CH:12][CH:13]=2)[CH:5]=[CH:4][N:3]=1.[NH3:22].O1CCOCC1. (7) Given the product [NH2:2][C:1]1[C:3]([CH:6]2[CH2:11][CH2:10][N:9]([C:12]([O:14][C:15]([CH3:18])([CH3:17])[CH3:16])=[O:13])[CH2:8][CH2:7]2)=[CH:4][NH:20][C:21]=1[C:22]([O:24][CH2:25][CH3:26])=[O:23], predict the reactants needed to synthesize it. The reactants are: [C:1]([CH:3]([CH:6]1[CH2:11][CH2:10][N:9]([C:12]([O:14][C:15]([CH3:18])([CH3:17])[CH3:16])=[O:13])[CH2:8][CH2:7]1)[CH:4]=O)#[N:2].Cl.[NH2:20][CH:21](C(OCC)=O)[C:22]([O:24][CH2:25][CH3:26])=[O:23].C([O-])(=O)C.[Na+].[O-]CC.[Na+]. (8) Given the product [C:2]12([CH2:12][C:13]([NH:15][C:16]3[CH:25]=[CH:24][CH:23]=[C:22]4[C:17]=3[CH:18]=[CH:19][C:20]([O:26][CH2:27][CH2:28][NH:29][CH2:30][CH2:31][OH:32])=[N:21]4)=[O:14])[CH2:11][CH:6]3[CH2:5][CH:4]([CH2:10][CH:8]([CH2:7]3)[CH2:9]1)[CH2:3]2, predict the reactants needed to synthesize it. The reactants are: O.[C:2]12([CH2:12][C:13]([NH:15][C:16]3[CH:25]=[CH:24][CH:23]=[C:22]4[C:17]=3[CH:18]=[CH:19][C:20]([O:26][CH2:27][CH2:28][N:29](CC3C=CC=CC=3)[CH2:30][CH2:31][OH:32])=[N:21]4)=[O:14])[CH2:11][CH:6]3[CH2:7][CH:8]([CH2:10][CH:4]([CH2:5]3)[CH2:3]1)[CH2:9]2.[H][H].Cl. (9) Given the product [O:2]1[C:6]2[CH:7]=[CH:8][C:9]([C:11]3[NH:12][C:13]4[N:14]([N:18]=[CH:19][C:20]=4[C:21]4[O:22][CH:23]=[C:24]([CH3:25])[N:26]=4)[C:15](=[O:17])[CH:16]=3)=[CH:10][C:5]=2[O:4][CH2:3]1, predict the reactants needed to synthesize it. The reactants are: Cl.[O:2]1[C:6]2[CH:7]=[CH:8][C:9]([C:11]3[NH:12][C:13]4[N:14]([N:18]=[CH:19][C:20]=4[C:21](=[NH:26])[O:22][CH2:23][C:24]#[CH:25])[C:15](=[O:17])[CH:16]=3)=[CH:10][C:5]=2[O:4][CH2:3]1.CCN(C(C)C)C(C)C. (10) The reactants are: Cl.Cl.[CH3:3][C:4]1[CH:9]=[CH:8][C:7]([S:10]([O:13][CH2:14][C@@H:15]2[O:20][C:19]3[C:21]([NH2:26])=[C:22]([NH2:25])[CH:23]=[CH:24][C:18]=3[O:17][CH2:16]2)(=[O:12])=[O:11])=[CH:6][CH:5]=1.[F:27][C:28]([F:33])([F:32])[C:29](O)=O. Given the product [CH3:3][C:4]1[CH:9]=[CH:8][C:7]([S:10]([O:13][CH2:14][CH:15]2[O:20][C:19]3[C:18](=[CH:24][CH:23]=[C:22]4[NH:25][C:29]([C:28]([F:33])([F:32])[F:27])=[N:26][C:21]4=3)[O:17][CH2:16]2)(=[O:12])=[O:11])=[CH:6][CH:5]=1, predict the reactants needed to synthesize it.